Predict the reactants needed to synthesize the given product. From a dataset of Full USPTO retrosynthesis dataset with 1.9M reactions from patents (1976-2016). (1) Given the product [O-:14][P:13]([O:16][P:17]([O-:20])([O-:19])=[O:18])(=[O:12])[O-:15].[CH3:31][C:32]1[N+:36]([CH2:29][C:25]2[C:26]([NH2:28])=[N:27][C:22]([CH3:21])=[N:23][CH:24]=2)=[CH:35][S:34][C:33]=1[CH2:37][CH2:38][O:39][P:40]([OH:43])([OH:42])=[O:41], predict the reactants needed to synthesize it. The reactants are: P(O)(O)(O)=O.S1C=CC=CC1.[OH:12][P:13]([O:16][P:17]([OH:20])([OH:19])=[O:18])(=[O:15])[OH:14].[CH3:21][C:22]1[N:27]=[C:26]([NH2:28])[C:25]([CH2:29]O)=[CH:24][N:23]=1.[CH3:31][C:32]1[N:36]=[CH:35][S:34][C:33]=1[CH2:37][CH2:38][O:39][P:40]([OH:43])([OH:42])=[O:41]. (2) Given the product [NH2:30][C:25]1[C:26]([NH:29][C:33]([NH:32][C:35](=[O:36])[O:37][CH2:38][CH3:39])=[CH2:41])=[N:27][CH:28]=[C:23]([C:20]2[CH:21]=[CH:22][C:16]3[O:15][CH2:14][CH2:13][N:12]([C:5]4[C:4]5[CH2:3][C:2]([CH3:31])([CH3:1])[CH2:11][CH2:10][C:9]=5[N:8]=[CH:7][N:6]=4)[CH2:18][C:17]=3[CH:19]=2)[CH:24]=1, predict the reactants needed to synthesize it. The reactants are: [CH3:1][C:2]1([CH3:31])[CH2:11][CH2:10][C:9]2[N:8]=[CH:7][N:6]=[C:5]([N:12]3[CH2:18][C:17]4[CH:19]=[C:20]([C:23]5[CH:24]=[C:25]([NH2:30])[C:26]([NH2:29])=[N:27][CH:28]=5)[CH:21]=[CH:22][C:16]=4[O:15][CH2:14][CH2:13]3)[C:4]=2[CH2:3]1.[N:32]([C:35]([O:37][CH2:38][CH3:39])=[O:36])=[C:33]=S.O1CCOC[CH2:41]1. (3) Given the product [Br:43][C:9]1[CH:8]=[C:4]([CH:3]=[C:2]([Cl:1])[C:10]=1[CH3:11])[C:5]([OH:7])=[O:6], predict the reactants needed to synthesize it. The reactants are: [Cl:1][C:2]1[CH:3]=[C:4]([CH:8]=[CH:9][C:10]=1[CH3:11])[C:5]([OH:7])=[O:6].C(OC(N1CCN(CC2C(OC(F)(F)F)=CC(C(OCC)=O)=C(N)C=2[Br:43])CC1)=O)(C)(C)C.